Regression. Given a peptide amino acid sequence and an MHC pseudo amino acid sequence, predict their binding affinity value. This is MHC class I binding data. From a dataset of Peptide-MHC class I binding affinity with 185,985 pairs from IEDB/IMGT. (1) The MHC is Mamu-B03 with pseudo-sequence Mamu-B03. The binding affinity (normalized) is 0.620. The peptide sequence is CRRPGNKTVL. (2) The peptide sequence is HIGPGRAFY. The MHC is HLA-A30:02 with pseudo-sequence HLA-A30:02. The binding affinity (normalized) is 0.815.